This data is from Forward reaction prediction with 1.9M reactions from USPTO patents (1976-2016). The task is: Predict the product of the given reaction. (1) Given the reactants [OH-].[K+].Cl[C:4]1[C:5](=[O:16])[C:6]2[C:11]([C:12](=[O:15])[C:13]=1Cl)=[CH:10][CH:9]=[CH:8][CH:7]=2.[C:17]1([CH:25]=[C:23]([OH:24])[CH:22]=[C:20]([OH:21])[CH:19]=1)[OH:18], predict the reaction product. The product is: [OH:24][C:23]1[C:25]2[C:4]3[C:5](=[O:16])[C:6]4[C:11]([C:12](=[O:15])[C:13]=3[O:18][C:17]=2[CH:19]=[C:20]([OH:21])[CH:22]=1)=[CH:10][CH:9]=[CH:8][CH:7]=4. (2) Given the reactants [H-].[Na+].[OH:3][C:4]1[C:9]2[CH:10]=[C:11]([C:13]([O:15][CH3:16])=[O:14])[O:12][C:8]=2[CH:7]=[CH:6][CH:5]=1.[CH3:17]I, predict the reaction product. The product is: [CH3:17][O:3][C:4]1[C:9]2[CH:10]=[C:11]([C:13]([O:15][CH3:16])=[O:14])[O:12][C:8]=2[CH:7]=[CH:6][CH:5]=1. (3) Given the reactants [NH2:1][C@@H:2]([CH2:10][CH:11]([CH3:13])[CH3:12])[C:3]([O:5][C:6]([CH3:9])([CH3:8])[CH3:7])=[O:4].[F:14][C:15]1[CH:20]=[CH:19][C:18]([C:21]2[O:25][N:24]=[C:23]([C:26](O)=[O:27])[CH:22]=2)=[CH:17][CH:16]=1.C(Cl)CCl.C1C=CC2N(O)N=NC=2C=1.CCN(C(C)C)C(C)C, predict the reaction product. The product is: [F:14][C:15]1[CH:16]=[CH:17][C:18]([C:21]2[O:25][N:24]=[C:23]([C:26]([NH:1][C@@H:2]([CH2:10][CH:11]([CH3:13])[CH3:12])[C:3]([O:5][C:6]([CH3:7])([CH3:8])[CH3:9])=[O:4])=[O:27])[CH:22]=2)=[CH:19][CH:20]=1. (4) Given the reactants [F:1][C:2]1[CH:7]=[CH:6][C:5]([F:8])=[CH:4][C:3]=1[S:9]([NH:12][C:13]1[C:14]([F:39])=[C:15]([C:19]2[N:20]=[C:21]([C:35]([CH3:38])([CH3:37])[CH3:36])[S:22][C:23]=2[C:24]2[CH:29]=[CH:28][N:27]=[C:26]([CH2:30][CH2:31][C:32](O)=[O:33])[N:25]=2)[CH:16]=[CH:17][CH:18]=1)(=[O:11])=[O:10].[NH:40]1[CH2:45][CH2:44][S:43](=[O:47])(=[O:46])[CH2:42][CH2:41]1, predict the reaction product. The product is: [CH3:37][C:35]([C:21]1[S:22][C:23]([C:24]2[CH:29]=[CH:28][N:27]=[C:26]([CH2:30][CH2:31][C:32]([N:40]3[CH2:45][CH2:44][S:43](=[O:47])(=[O:46])[CH2:42][CH2:41]3)=[O:33])[N:25]=2)=[C:19]([C:15]2[C:14]([F:39])=[C:13]([NH:12][S:9]([C:3]3[CH:4]=[C:5]([F:8])[CH:6]=[CH:7][C:2]=3[F:1])(=[O:10])=[O:11])[CH:18]=[CH:17][CH:16]=2)[N:20]=1)([CH3:38])[CH3:36]. (5) Given the reactants Cl[C:2]1[C:3]([NH2:9])=[N:4][CH:5]=[N:6][C:7]=1Cl.[NH2:10][C@@H:11]1[CH2:16][CH2:15][CH2:14][C@H:13]([NH:17][C:18](=[O:24])OC(C)(C)C)[CH2:12]1.[O:25]([C:32]1[CH:37]=[CH:36][C:35](B(O)O)=[CH:34][CH:33]=1)[C:26]1[CH:31]=[CH:30][CH:29]=[CH:28][CH:27]=1.[C:41](Cl)(=O)[CH:42]=C, predict the reaction product. The product is: [NH2:9][C:3]1[N:4]=[CH:5][N:6]=[C:7]([NH:10][C@@H:11]2[CH2:16][CH2:15][CH2:14][C@H:13]([NH:17][C:18](=[O:24])[CH:41]=[CH2:42])[CH2:12]2)[C:2]=1[C:29]1[CH:30]=[CH:31][C:26]([O:25][C:32]2[CH:37]=[CH:36][CH:35]=[CH:34][CH:33]=2)=[CH:27][CH:28]=1. (6) Given the reactants [CH3:1][S:2]([NH:5][C:6]1[CH:17]=[CH:16][C:9]2[S:10][C:11]([C:13](Cl)=[O:14])=[CH:12][C:8]=2[CH:7]=1)(=[O:4])=[O:3].[Cl:18][C:19]1[CH:24]=[C:23]([NH2:25])[CH:22]=[C:21]([O:26][C:27]2[CH:32]=[CH:31][C:30]([Cl:33])=[CH:29][CH:28]=2)[N:20]=1, predict the reaction product. The product is: [Cl:18][C:19]1[CH:24]=[C:23]([NH:25][C:13]([C:11]2[S:10][C:9]3[CH:16]=[CH:17][C:6]([NH:5][S:2]([CH3:1])(=[O:4])=[O:3])=[CH:7][C:8]=3[CH:12]=2)=[O:14])[CH:22]=[C:21]([O:26][C:27]2[CH:28]=[CH:29][C:30]([Cl:33])=[CH:31][CH:32]=2)[N:20]=1. (7) Given the reactants [CH3:1][NH:2][C:3](=[O:11])[C:4]1[CH:9]=[CH:8][CH:7]=[CH:6][C:5]=1[CH3:10].[CH2:12]([C:16]1[CH:23]=[CH:22][C:19](C#N)=[CH:18][CH:17]=1)[CH2:13][CH2:14][CH3:15], predict the reaction product. The product is: [CH2:12]([C:16]1[CH:23]=[CH:22][C:19]([C:1]2[NH:2][C:3](=[O:11])[C:4]3[C:5]([CH:10]=2)=[CH:6][CH:7]=[CH:8][CH:9]=3)=[CH:18][CH:17]=1)[CH2:13][CH2:14][CH3:15]. (8) Given the reactants [CH3:1]N1C=CC(C(O)=O)=C1.[CH3:10][NH:11][C:12]([C:14]1[CH:18]=[CH:17][NH:16][CH:15]=1)=[O:13].[CH:19]1([N:23]2[CH2:28][CH2:27][CH:26]([O:29][C:30]3[CH:35]=[CH:34][C:33](I)=[CH:32][CH:31]=3)[CH2:25][CH2:24]2)[CH2:22]C[CH2:20]1, predict the reaction product. The product is: [C:19]([N:23]1[CH2:24][CH2:25][CH:26]([O:29][C:30]2[CH:31]=[CH:32][C:33]([N:16]3[CH:17]=[CH:18][C:14]([C:12]([NH:11][CH3:10])=[O:13])=[CH:15]3)=[CH:34][CH:35]=2)[CH2:27][CH2:28]1)([CH3:20])([CH3:22])[CH3:1].